Dataset: Experimentally validated miRNA-target interactions with 360,000+ pairs, plus equal number of negative samples. Task: Binary Classification. Given a miRNA mature sequence and a target amino acid sequence, predict their likelihood of interaction. The miRNA is mmu-miR-3965 with sequence UGCUUAUCAGCCUGAUGUU. The protein sequence of the target gene is MQSAMFLAVQHDCVPMDKSAGNGPKVEEKREKMKRTLLKDWKTRLSYFLQNSSAPGKPKTGKKSKQQTFIKPSPEEAQLWAEAFDELLASKYGLAAFRAFLKSEFCEENIEFWLACEDFKKTKSPQKLSSKARKIYTDFIEKEAPKEINIDFQTKSLIAQNIQEATSGCFTTAQKRVYSLMENNSYPRFLESEFYQDLCKKPQITTEPHAT. Result: 0 (no interaction).